Predict which catalyst facilitates the given reaction. From a dataset of Catalyst prediction with 721,799 reactions and 888 catalyst types from USPTO. (1) Reactant: S([C:5]1[CH:13]=[CH:12][C:8]([N+]([O-])=O)=[CH:7][CH:6]=1)([O-])(=O)=O.[C:14]([O-:17])([O-])=O.[K+].[K+].[C:20]1(S)[CH:25]=[CH:24][CH:23]=CC=1.[C:27]([O:30]CC)(=O)[CH3:28].[CH3:33][N:34](C=O)C. Product: [CH:23]1([C:14]2([OH:17])[CH:27]([OH:30])[CH2:28][NH:34][CH2:33][C:6]3[CH:7]=[CH:8][CH:12]=[CH:13][C:5]2=3)[CH2:24][CH2:25][CH2:20]1. The catalyst class is: 6. (2) Reactant: Br[C:2]1[C:7]2[S:8][C:9]([C:11]3[C:16]([Cl:17])=[CH:15][CH:14]=[CH:13][C:12]=3[Cl:18])=[N:10][C:6]=2[CH:5]=[CH:4][N:3]=1.[CH:19]1([C:22]([NH2:24])=[O:23])[CH2:21][CH2:20]1.CC1(C)C2C(=C(P(C3C=CC=CC=3)C3C=CC=CC=3)C=CC=2)OC2C(P(C3C=CC=CC=3)C3C=CC=CC=3)=CC=CC1=2.C([O-])([O-])=O.[Cs+].[Cs+]. Product: [Cl:18][C:12]1[CH:13]=[CH:14][CH:15]=[C:16]([Cl:17])[C:11]=1[C:9]1[S:8][C:7]2[C:2]([NH:24][C:22]([CH:19]3[CH2:21][CH2:20]3)=[O:23])=[N:3][CH:4]=[CH:5][C:6]=2[N:10]=1. The catalyst class is: 62. (3) Reactant: Br[C:2]1[CH:3]=[C:4](CN)[CH:5]=[CH:6][CH:7]=1.[CH:10]([C:12]1[CH:17]=[CH:16][C:15](B(O)O)=[CH:14][CH:13]=1)=[O:11].O.C(OCC)(=O)C.[CH3:28][N:29](C)C=O. Product: [CH3:28][NH:29][C:4]1[CH:5]=[C:6]([C:15]2[CH:16]=[CH:17][C:12]([CH:10]=[O:11])=[CH:13][CH:14]=2)[CH:7]=[CH:2][CH:3]=1. The catalyst class is: 73. (4) Reactant: Cl[CH2:2][C:3]1[CH:4]=[C:5]([CH:16]=[CH:17][CH:18]=1)[C:6]([NH:8][C:9]([CH3:15])([CH3:14])[C:10]([F:13])([F:12])[F:11])=[O:7].[N:19]1([C:25]([O:27][C:28]([CH3:31])([CH3:30])[CH3:29])=[O:26])[CH2:24][CH2:23][NH:22][CH2:21][CH2:20]1.[I-].[Na+].C(N(CC)CC)C. Product: [F:11][C:10]([F:13])([F:12])[C:9]([NH:8][C:6]([C:5]1[CH:4]=[C:3]([CH:18]=[CH:17][CH:16]=1)[CH2:2][N:22]1[CH2:21][CH2:20][N:19]([C:25]([O:27][C:28]([CH3:31])([CH3:30])[CH3:29])=[O:26])[CH2:24][CH2:23]1)=[O:7])([CH3:15])[CH3:14]. The catalyst class is: 69. (5) Reactant: [NH2:1][C:2]1[CH:3]=[N:4][CH:5]=[CH:6][C:7]=1[CH2:8][OH:9].[C:10]1([CH2:16][O:17][C:18]2[CH:26]=[CH:25][C:24]([C:27]3[CH:32]=[CH:31][N:30]=[CH:29][CH:28]=3)=[CH:23][C:19]=2[C:20](O)=[O:21])[CH:15]=[CH:14][CH:13]=[CH:12][CH:11]=1.C(Cl)CCl.C1C=CC2N(O)N=NC=2C=1.C(N(CC)CC)C. Product: [OH:9][CH2:8][C:7]1[CH:6]=[CH:5][N:4]=[CH:3][C:2]=1[NH:1][C:20](=[O:21])[C:19]1[CH:23]=[C:24]([C:27]2[CH:28]=[CH:29][N:30]=[CH:31][CH:32]=2)[CH:25]=[CH:26][C:18]=1[O:17][CH2:16][C:10]1[CH:11]=[CH:12][CH:13]=[CH:14][CH:15]=1. The catalyst class is: 35. (6) Reactant: C(N(CC)CC)C.[CH:8]([C:10]1[C:18]2[C:13](=[CH:14][CH:15]=[CH:16][C:17]=2[CH3:19])[N:12](C(OC(C)(C)C)=O)[CH:11]=1)=[O:9].[CH:27](=[N:34][C:35]1[CH:40]=[CH:39][CH:38]=[C:37]([O:41][CH3:42])[CH:36]=1)[C:28]1[CH:33]=[CH:32][CH:31]=[CH:30][CH:29]=1. Product: [CH3:42][O:41][C:37]1[CH:36]=[C:35]([NH:34][CH:27]([C:28]2[CH:33]=[CH:32][CH:31]=[CH:30][CH:29]=2)[C:8]([C:10]2[C:18]3[C:13](=[CH:14][CH:15]=[CH:16][C:17]=3[CH3:19])[NH:12][CH:11]=2)=[O:9])[CH:40]=[CH:39][CH:38]=1. The catalyst class is: 433. (7) Reactant: C(N(CC)CC)C.[F:8][C:9]1[CH:28]=[CH:27][C:12]([O:13][C:14]2[CH:22]=[CH:21][C:20]([C:23]([F:26])([F:25])[F:24])=[CH:19][C:15]=2[C:16]([OH:18])=O)=[C:11]([CH3:29])[CH:10]=1.CN(C(ON1N=NC2C=CC=NC1=2)=[N+](C)C)C.F[P-](F)(F)(F)(F)F.[NH2:54][C:55]1[CH:67]=[CH:66][C:58]([C:59]([O:61][C:62]([CH3:65])([CH3:64])[CH3:63])=[O:60])=[CH:57][CH:56]=1. Product: [F:8][C:9]1[CH:28]=[CH:27][C:12]([O:13][C:14]2[CH:22]=[CH:21][C:20]([C:23]([F:26])([F:24])[F:25])=[CH:19][C:15]=2[C:16]([NH:54][C:55]2[CH:67]=[CH:66][C:58]([C:59]([O:61][C:62]([CH3:63])([CH3:64])[CH3:65])=[O:60])=[CH:57][CH:56]=2)=[O:18])=[C:11]([CH3:29])[CH:10]=1. The catalyst class is: 3.